This data is from Peptide-MHC class II binding affinity with 134,281 pairs from IEDB. The task is: Regression. Given a peptide amino acid sequence and an MHC pseudo amino acid sequence, predict their binding affinity value. This is MHC class II binding data. (1) The peptide sequence is ALKESWGAIWRIDTP. The MHC is HLA-DPA10201-DPB11401 with pseudo-sequence HLA-DPA10201-DPB11401. The binding affinity (normalized) is 0.0745. (2) The peptide sequence is AVVCGRRHGVRIRVR. The MHC is DRB5_0101 with pseudo-sequence DRB5_0101. The binding affinity (normalized) is 0.377. (3) The peptide sequence is WFVRNPFFAVTALTI. The MHC is DRB3_0202 with pseudo-sequence DRB3_0202. The binding affinity (normalized) is 0.936. (4) The peptide sequence is AAATAGTTVYGAFAW. The binding affinity (normalized) is 0. The MHC is HLA-DQA10501-DQB10301 with pseudo-sequence HLA-DQA10501-DQB10301. (5) The peptide sequence is FTRGKLMSSLHLKRY. The MHC is DRB1_1501 with pseudo-sequence DRB1_1501. The binding affinity (normalized) is 0.559. (6) The peptide sequence is QRVLIFILLTAVAPS. The MHC is DRB1_0802 with pseudo-sequence DRB1_0802. The binding affinity (normalized) is 0.721.